From a dataset of Forward reaction prediction with 1.9M reactions from USPTO patents (1976-2016). Predict the product of the given reaction. (1) Given the reactants [CH3:1][O:2][C:3]([C:5]1[C:6]([OH:24])=[C:7]2[C:12](=[C:13](Br)[N:14]=1)[N:11]([CH3:16])[C:10](=[O:17])[C:9]([C:18]1[CH:23]=[CH:22][CH:21]=[CH:20][CH:19]=1)=[CH:8]2)=[O:4].C([Sn](CCCC)(CCCC)[C:30]1[CH:31]=[N:32][CH:33]=[CH:34][CH:35]=1)CCC.CCOC(C)=O.Cl, predict the reaction product. The product is: [CH3:1][O:2][C:3]([C:5]1[C:6]([OH:24])=[C:7]2[C:12](=[C:13]([C:30]3[CH:31]=[N:32][CH:33]=[CH:34][CH:35]=3)[N:14]=1)[N:11]([CH3:16])[C:10](=[O:17])[C:9]([C:18]1[CH:23]=[CH:22][CH:21]=[CH:20][CH:19]=1)=[CH:8]2)=[O:4]. (2) Given the reactants [OH:1][CH:2]([CH3:17])[CH2:3][N:4]1[C:12]2[CH:13]=[C:14]([OH:16])[CH:15]=[C:10]3[C:11]=2[C:6]([CH2:7][CH2:8][CH2:9]3)=[N:5]1.C([O-])([O-])=O.[K+].[K+].[CH2:24](Br)[C:25]1[CH:30]=[CH:29][CH:28]=[CH:27][CH:26]=1, predict the reaction product. The product is: [CH2:24]([O:16][C:14]1[CH:15]=[C:10]2[CH2:9][CH2:8][CH2:7][C:6]3=[N:5][N:4]([CH2:3][CH:2]([OH:1])[CH3:17])[C:12]([CH:13]=1)=[C:11]23)[C:25]1[CH:30]=[CH:29][CH:28]=[CH:27][CH:26]=1. (3) Given the reactants O[C:2]1[CH:7]=[C:6]([O:8][CH3:9])[CH:5]=[CH:4][C:3]=1[C@H:10]1[C@H:14]([CH2:15][CH2:16][OH:17])[CH2:13][N:12]([C:18]([O:20][C:21]([CH3:24])([CH3:23])[CH3:22])=[O:19])[CH2:11]1.OC1C=CC=C(OC)C=1[C@H]1[C@H](CCO)CN(C(OC(C)(C)C)=O)C1, predict the reaction product. The product is: [CH3:9][O:8][C:6]1[CH:5]=[CH:4][C:3]2[C@H:10]3[CH2:11][N:12]([C:18]([O:20][C:21]([CH3:24])([CH3:23])[CH3:22])=[O:19])[CH2:13][C@@H:14]3[CH2:15][CH2:16][O:17][C:2]=2[CH:7]=1. (4) Given the reactants C[C:2]1([CH3:8])CNCCN1.[CH2:9]([C:11](C)=[O:12])[CH3:10].[C:14](=[O:17])([O-])[O-:15].[K+].[K+].[CH2:20]([C:24](C)=[O:25])C(C)C, predict the reaction product. The product is: [CH2:11]=[O:12].[O:17]1[CH2:14][CH2:20][CH2:24][O:25][O:12]1.[CH2:9]([O:15][CH2:14][O:17][CH2:2][CH3:8])[CH3:10]. (5) Given the reactants [N:1]([C:4]1[C:19]([O:20]CC2C=CC=CC=2)=[CH:18][C:7]([C:8]([O:10]CC2C=CC=CC=2)=[O:9])=[C:6]([NH:28][C:29]2[CH:34]=[CH:33][CH:32]=[CH:31][C:30]=2[F:35])[C:5]=1[F:36])=[N+]=[N-], predict the reaction product. The product is: [NH2:1][C:4]1[C:19]([OH:20])=[CH:18][C:7]([C:8]([OH:10])=[O:9])=[C:6]([NH:28][C:29]2[CH:34]=[CH:33][CH:32]=[CH:31][C:30]=2[F:35])[C:5]=1[F:36]. (6) Given the reactants CC([NH:5][C:6]([C:8]1[N:9]=[CH:10][N:11]2[CH2:16][N:15]([CH3:17])[N:14]=[N:13][C:12]=12)=[O:7])(C)C.[OH:18]S(O)(=O)=O, predict the reaction product. The product is: [CH3:17][N:15]1[C:16](=[O:18])[N:11]2[CH:10]=[N:9][C:8]([C:6]([NH2:5])=[O:7])=[C:12]2[N:13]=[N:14]1. (7) The product is: [F:1][C:2]1[CH:30]=[CH:29][CH:28]=[CH:27][C:3]=1[CH2:4][N:5]1[C:9]2=[N:10][CH:11]=[CH:12][CH:13]=[C:8]2[C:7]([C:14]2[N:15]=[C:16]([N:31]3[CH:35]=[C:34]([OH:36])[CH:33]=[N:32]3)[C:17]3[C:22]([CH3:24])([CH3:23])[C:21](=[O:25])[NH:20][C:18]=3[N:19]=2)=[N:6]1. Given the reactants [F:1][C:2]1[CH:30]=[CH:29][CH:28]=[CH:27][C:3]=1[CH2:4][N:5]1[C:9]2=[N:10][CH:11]=[CH:12][CH:13]=[C:8]2[C:7]([C:14]2[N:15]=[C:16](I)[C:17]3[C:22]([CH3:24])([CH3:23])[C:21](=[O:25])[NH:20][C:18]=3[N:19]=2)=[N:6]1.[NH:31]1[CH:35]=[C:34]([OH:36])[CH:33]=[N:32]1.C(=O)([O-])[O-].[Cs+].[Cs+].OC1C=CC=CC=1C=NO, predict the reaction product.